Task: Predict which catalyst facilitates the given reaction.. Dataset: Catalyst prediction with 721,799 reactions and 888 catalyst types from USPTO (1) Reactant: CCCC[N+](CCCC)(CCCC)CCCC.[F-].[Si]([O:26][C@:27]1([CH3:60])[CH2:36][C@@H:35]2[N:30]([C:31](=[O:52])/[C:32](=[CH:37]/[C:38]3[CH:43]=[CH:42][C:41]([N:44]4[CH:48]=[C:47]([CH3:49])[N:46]=[CH:45]4)=[C:40]([O:50][CH3:51])[CH:39]=3)/[CH2:33][CH2:34]2)[C@H:29]([C:53]2[CH:58]=[CH:57][C:56]([F:59])=[CH:55][CH:54]=2)[CH2:28]1)(C(C)(C)C)(C)C.[Cl-].[NH4+].C(OCC)(=O)C. Product: [F:59][C:56]1[CH:57]=[CH:58][C:53]([C@@H:29]2[CH2:28][C@@:27]([OH:26])([CH3:60])[CH2:36][C@@H:35]3[N:30]2[C:31](=[O:52])/[C:32](=[CH:37]/[C:38]2[CH:43]=[CH:42][C:41]([N:44]4[CH:48]=[C:47]([CH3:49])[N:46]=[CH:45]4)=[C:40]([O:50][CH3:51])[CH:39]=2)/[CH2:33][CH2:34]3)=[CH:54][CH:55]=1. The catalyst class is: 1. (2) Reactant: [CH3:1][C@H:2]1[CH2:11][C:10]2[C:5](=[CH:6][CH:7]=[C:8]([CH2:12][CH2:13][N:14]3[CH2:19][CH2:18][N:17](C(OC(C)(C)C)=O)[CH2:16][CH2:15]3)[CH:9]=2)[C:4](=[O:27])[O:3]1. Product: [CH3:1][C@H:2]1[CH2:11][C:10]2[C:5](=[CH:6][CH:7]=[C:8]([CH2:12][CH2:13][N:14]3[CH2:15][CH2:16][NH:17][CH2:18][CH2:19]3)[CH:9]=2)[C:4](=[O:27])[O:3]1. The catalyst class is: 33. (3) Reactant: [N:1]1[N:2]=[C:3]([C:10]2[CH:19]=[CH:18][C:17]3[C:12](=[C:13]([O:20][CH:21]4[CH2:27][CH2:26][CH2:25][N:24](C(OC(C)(C)C)=O)[CH2:23][CH2:22]4)[CH:14]=[CH:15][CH:16]=3)[N:11]=2)[N:4]2[CH:9]=[CH:8][CH:7]=[CH:6][C:5]=12.[ClH:35]. Product: [ClH:35].[ClH:35].[N:1]1[N:2]=[C:3]([C:10]2[CH:19]=[CH:18][C:17]3[C:12](=[C:13]([O:20][CH:21]4[CH2:27][CH2:26][CH2:25][NH:24][CH2:23][CH2:22]4)[CH:14]=[CH:15][CH:16]=3)[N:11]=2)[N:4]2[CH:9]=[CH:8][CH:7]=[CH:6][C:5]=12. The catalyst class is: 22. (4) Reactant: [Cl-].[Al+3].[Cl-].[Cl-].Cl[CH2:6][C:7](Cl)=[O:8].[OH:10][C:11]1[CH:19]=[CH:18][CH:17]=[C:16]([OH:20])[C:12]=1[C:13]([OH:15])=[O:14].C(OCC)(=O)C. Product: [OH:10][C:11]1[CH:19]=[CH:18][C:17]2[C:7](=[O:8])[CH2:6][O:20][C:16]=2[C:12]=1[C:13]([OH:15])=[O:14]. The catalyst class is: 641. (5) Reactant: [F:1][C:2]1[CH:3]=[C:4]([C@:13]2([NH:23][C:24]([C:26]3[CH:27]=[C:28]([C:31]([O:33]CC)=[O:32])[NH:29][CH:30]=3)=[O:25])[C:18]3=[N:19][CH:20]=[CH:21][CH:22]=[C:17]3[O:16][CH2:15][CH2:14]2)[CH:5]=[CH:6][C:7]=1[O:8][C:9]([F:12])([F:11])[F:10].[C:36]([O-])([O-])=O.[K+].[K+].IC.O. Product: [F:1][C:2]1[CH:3]=[C:4]([C@:13]2([NH:23][C:24]([C:26]3[CH:27]=[C:28]([C:31]([OH:33])=[O:32])[N:29]([CH3:36])[CH:30]=3)=[O:25])[C:18]3=[N:19][CH:20]=[CH:21][CH:22]=[C:17]3[O:16][CH2:15][CH2:14]2)[CH:5]=[CH:6][C:7]=1[O:8][C:9]([F:12])([F:11])[F:10]. The catalyst class is: 3.